Dataset: Catalyst prediction with 721,799 reactions and 888 catalyst types from USPTO. Task: Predict which catalyst facilitates the given reaction. (1) Reactant: [O:1]=[C:2]1[C:6]2=[CH:7][N:8]([CH2:15][C:16]3[CH:21]=[CH:20][C:19]([N:22]4[CH:26]=[CH:25][CH:24]=[N:23]4)=[CH:18][CH:17]=3)[C:9]3[CH:10]=[CH:11][CH:12]=[CH:13][C:14]=3[C:5]2=[N:4][N:3]1[C:27]1[CH:34]=[CH:33][CH:32]=[CH:31][C:28]=1C=O.[CH2:35]([Mg]Br)[CH3:36].[C:39](=O)(O)[O-:40].[Na+].O. Product: [OH:40][CH2:39][CH2:35][CH2:36][C:28]1[CH:31]=[CH:32][CH:33]=[CH:34][C:27]=1[N:3]1[C:2](=[O:1])[C:6]2=[CH:7][N:8]([CH2:15][C:16]3[CH:17]=[CH:18][C:19]([N:22]4[CH:26]=[CH:25][CH:24]=[N:23]4)=[CH:20][CH:21]=3)[C:9]3[CH:10]=[CH:11][CH:12]=[CH:13][C:14]=3[C:5]2=[N:4]1. The catalyst class is: 4. (2) Reactant: [F:1][C:2]1[CH:7]=[CH:6][C:5]([CH:8]([C:12]2[CH:17]=[CH:16][C:15]([F:18])=[CH:14][CH:13]=2)[CH2:9][CH:10]=O)=[CH:4][CH:3]=1.[CH2:19]([NH:26][CH2:27][CH2:28][C:29]1[N:34]=[CH:33][CH:32]=[CH:31][N:30]=1)[C:20]1[CH:25]=[CH:24][CH:23]=[CH:22][CH:21]=1.C(O)(=O)C.[BH-](OC(C)=O)(OC(C)=O)OC(C)=O.[Na+]. Product: [CH2:19]([N:26]([CH2:27][CH2:28][C:29]1[N:30]=[CH:31][CH:32]=[CH:33][N:34]=1)[CH2:10][CH2:9][CH:8]([C:12]1[CH:17]=[CH:16][C:15]([F:18])=[CH:14][CH:13]=1)[C:5]1[CH:6]=[CH:7][C:2]([F:1])=[CH:3][CH:4]=1)[C:20]1[CH:21]=[CH:22][CH:23]=[CH:24][CH:25]=1. The catalyst class is: 26.